Predict the product of the given reaction. From a dataset of Forward reaction prediction with 1.9M reactions from USPTO patents (1976-2016). Given the reactants [N+:1]([C:4]1[CH:5]=[C:6]2[C:10](=[CH:11][CH:12]=1)[N:9]([CH2:13][CH:14]([OH:16])[CH3:15])[N:8]=[CH:7]2)([O-])=O, predict the reaction product. The product is: [NH2:1][C:4]1[CH:5]=[C:6]2[C:10](=[CH:11][CH:12]=1)[N:9]([CH2:13][CH:14]([OH:16])[CH3:15])[N:8]=[CH:7]2.